Task: Predict the product of the given reaction.. Dataset: Forward reaction prediction with 1.9M reactions from USPTO patents (1976-2016) (1) The product is: [NH2:8][C@H:9]([CH3:25])[C@@H:10]([OH:24])[CH2:11][N:12]([CH2:14][CH2:15][CH2:16][C:17]1[CH:18]=[CH:19][C:20]([F:23])=[CH:21][CH:22]=1)[CH3:13]. Given the reactants C([N:8](CC1C=CC=CC=1)[C@H:9]([CH3:25])[C@@H:10]([OH:24])[CH2:11][N:12]([CH2:14][CH2:15][CH2:16][C:17]1[CH:22]=[CH:21][C:20]([F:23])=[CH:19][CH:18]=1)[CH3:13])C1C=CC=CC=1.CC(O)=O, predict the reaction product. (2) Given the reactants [NH2:1][CH:2]([C:21]1[N:25]([CH3:26])[CH:24]=[N:23][CH:22]=1)[C:3]1[CH:10]=[CH:9][C:6]([C:7]#[N:8])=[C:5]([C:11]2[C:20]3[C:15](=[CH:16][CH:17]=[CH:18][CH:19]=3)[CH:14]=[CH:13][CH:12]=2)[CH:4]=1.O=[C:28]1[CH2:33][CH2:32][N:31]([C:34]([O:36][C:37]([CH3:40])([CH3:39])[CH3:38])=[O:35])[CH2:30][CH2:29]1.C(O)(=O)C.C(O[BH-](OC(=O)C)OC(=O)C)(=O)C.[Na+], predict the reaction product. The product is: [C:7]([C:6]1[CH:9]=[CH:10][C:3]([CH:2]([NH:1][CH:28]2[CH2:33][CH2:32][N:31]([C:34]([O:36][C:37]([CH3:40])([CH3:39])[CH3:38])=[O:35])[CH2:30][CH2:29]2)[C:21]2[N:25]([CH3:26])[CH:24]=[N:23][CH:22]=2)=[CH:4][C:5]=1[C:11]1[C:20]2[C:15](=[CH:16][CH:17]=[CH:18][CH:19]=2)[CH:14]=[CH:13][CH:12]=1)#[N:8]. (3) Given the reactants [OH:1][C:2]1[C:7]([C:8]([OH:10])=[O:9])=[CH:6][N:5]=[C:4]([CH3:11])[CH:3]=1.[Br:12]Br, predict the reaction product. The product is: [Br:12][C:3]1[C:4]([CH3:11])=[N:5][CH:6]=[C:7]([C:2]=1[OH:1])[C:8]([OH:10])=[O:9]. (4) Given the reactants [CH3:1][C:2]1[C:11]([N+:12]([O-])=O)=[CH:10][C:9]2[C:4](=[CH:5][CH:6]=[CH:7][CH:8]=2)[N:3]=1.O.O.[Sn](Cl)Cl.[OH-].[Na+], predict the reaction product. The product is: [NH2:12][C:11]1[C:2]([CH3:1])=[N:3][C:4]2[C:9]([CH:10]=1)=[CH:8][CH:7]=[CH:6][CH:5]=2. (5) Given the reactants [N:1]1([CH2:6][C:7]2[CH:8]=[C:9]([CH:38]=[C:39]([Cl:41])[CH:40]=2)/[CH:10]=[CH:11]/[C:12]2[CH:17]=[CH:16][C:15]([N:18]3[CH2:23][CH2:22][N:21]([S:24]([C:27]4[CH:32]=CC=C(OC(F)(F)F)[CH:28]=4)(=[O:26])=[O:25])[CH2:20][CH2:19]3)=[CH:14][CH:13]=2)[CH:5]=[CH:4][N:3]=[CH:2]1.C1(S(Cl)(=O)=O)CC1.FC(F)(F)OC1C=C(S(Cl)(=O)=O)C=CC=1, predict the reaction product. The product is: [N:1]1([CH2:6][C:7]2[CH:8]=[C:9]([CH:38]=[C:39]([Cl:41])[CH:40]=2)/[CH:10]=[CH:11]/[C:12]2[CH:13]=[CH:14][C:15]([N:18]3[CH2:23][CH2:22][N:21]([S:24]([CH:27]4[CH2:32][CH2:28]4)(=[O:25])=[O:26])[CH2:20][CH2:19]3)=[CH:16][CH:17]=2)[CH:5]=[CH:4][N:3]=[CH:2]1. (6) The product is: [N:1]1[NH:2][N:3]=[N:14][C:13]=1[CH2:15][CH2:16][O:17][C:18]([N:20]1[C:29]2[C:24](=[N:25][C:26]([C:30]([F:33])([F:32])[F:31])=[CH:27][CH:28]=2)[C@@H:23]([N:34]([CH2:41][C:42]2[CH:43]=[C:44]([C:52]([F:55])([F:54])[F:53])[CH:45]=[C:46]([C:48]([F:51])([F:50])[F:49])[CH:47]=2)[C:35]2[N:36]=[N:37][N:38]([CH3:40])[N:39]=2)[CH2:22][C@H:21]1[CH2:56][CH3:57])=[O:19]. Given the reactants [N-:1]=[N+:2]=[N-:3].[Na+].Cl.C(N(CC)CC)C.[C:13]([CH2:15][CH2:16][O:17][C:18]([N:20]1[C:29]2[C:24](=[N:25][C:26]([C:30]([F:33])([F:32])[F:31])=[CH:27][CH:28]=2)[C@@H:23]([N:34]([CH2:41][C:42]2[CH:47]=[C:46]([C:48]([F:51])([F:50])[F:49])[CH:45]=[C:44]([C:52]([F:55])([F:54])[F:53])[CH:43]=2)[C:35]2[N:36]=[N:37][N:38]([CH3:40])[N:39]=2)[CH2:22][C@H:21]1[CH2:56][CH3:57])=[O:19])#[N:14].Cl, predict the reaction product.